From a dataset of Catalyst prediction with 721,799 reactions and 888 catalyst types from USPTO. Predict which catalyst facilitates the given reaction. Reactant: [CH3:1][O:2][C:3]([C:5]1[C:10]([Br:11])=[C:9]([NH2:12])[CH:8]=[C:7]([Cl:13])[N:6]=1)=[O:4].[B-](F)(F)(F)[F:15].[B-](F)(F)(F)F.C1[N+]2(CCl)CC[N+](F)(CC2)C1.O. Product: [CH3:1][O:2][C:3]([C:5]1[C:10]([Br:11])=[C:9]([NH2:12])[C:8]([F:15])=[C:7]([Cl:13])[N:6]=1)=[O:4]. The catalyst class is: 10.